Task: Binary Classification. Given a drug SMILES string, predict its activity (active/inactive) in a high-throughput screening assay against a specified biological target.. Dataset: In vitro SARS-CoV-2 activity screen of 1,480 approved drugs from Prestwick library The drug is C=C1C[C@H]2[C@@H]3C=C(C)C4=CC(=O)CC[C@]4(C)[C@H]3CC[C@]2(C)[C@@]1(OC(C)=O)C(C)=O. The result is 0 (inactive).